Dataset: NCI-60 drug combinations with 297,098 pairs across 59 cell lines. Task: Regression. Given two drug SMILES strings and cell line genomic features, predict the synergy score measuring deviation from expected non-interaction effect. (1) Drug 1: CCC1(CC2CC(C3=C(CCN(C2)C1)C4=CC=CC=C4N3)(C5=C(C=C6C(=C5)C78CCN9C7C(C=CC9)(C(C(C8N6C=O)(C(=O)OC)O)OC(=O)C)CC)OC)C(=O)OC)O.OS(=O)(=O)O. Drug 2: CC12CCC3C(C1CCC2OP(=O)(O)O)CCC4=C3C=CC(=C4)OC(=O)N(CCCl)CCCl.[Na+]. Cell line: OVCAR-8. Synergy scores: CSS=4.03, Synergy_ZIP=0.590, Synergy_Bliss=4.60, Synergy_Loewe=5.42, Synergy_HSA=3.87. (2) Drug 1: CCC1=C2CN3C(=CC4=C(C3=O)COC(=O)C4(CC)O)C2=NC5=C1C=C(C=C5)O. Drug 2: C1=CC=C(C(=C1)C(C2=CC=C(C=C2)Cl)C(Cl)Cl)Cl. Cell line: OVCAR-4. Synergy scores: CSS=7.58, Synergy_ZIP=-4.58, Synergy_Bliss=-4.54, Synergy_Loewe=-2.99, Synergy_HSA=-2.72.